Dataset: Catalyst prediction with 721,799 reactions and 888 catalyst types from USPTO. Task: Predict which catalyst facilitates the given reaction. (1) Reactant: [CH2:1]([CH:4]1[CH2:9][CH2:8][CH:7]([C:10]([OH:12])=[O:11])[CH2:6][CH2:5]1)[CH2:2][CH3:3].[Br:13][CH2:14][CH2:15][CH2:16][CH2:17]O.C1(C)C=CC(S(O)(=O)=O)=CC=1. Product: [Br:13][CH2:14][CH2:15][CH2:16][CH2:17][O:11][C:10]([CH:7]1[CH2:8][CH2:9][CH:4]([CH2:1][CH2:2][CH3:3])[CH2:5][CH2:6]1)=[O:12]. The catalyst class is: 11. (2) Reactant: [C:1]([O:5][C:6](=[O:39])[N:7]([N:11]1[C:20]([CH3:21])=[C:19]([C:22](=[O:36])[NH:23][C@@H:24]([CH:32]2[CH2:35][CH2:34][CH2:33]2)[C:25]2[CH:30]=[CH:29][CH:28]=[C:27]([F:31])[CH:26]=2)[C:18]2[C:13](=[C:14]([F:37])[CH:15]=[CH:16][CH:17]=2)[C:12]1=[O:38])[CH2:8][CH2:9][CH3:10])([CH3:4])([CH3:3])[CH3:2].[Br:40]N1C(=O)CCC1=O.C(OOC(=O)C1C=CC=CC=1)(=O)C1C=CC=CC=1. Product: [C:1]([O:5][C:6](=[O:39])[N:7]([N:11]1[C:20]([CH2:21][Br:40])=[C:19]([C:22](=[O:36])[NH:23][C@@H:24]([CH:32]2[CH2:35][CH2:34][CH2:33]2)[C:25]2[CH:30]=[CH:29][CH:28]=[C:27]([F:31])[CH:26]=2)[C:18]2[C:13](=[C:14]([F:37])[CH:15]=[CH:16][CH:17]=2)[C:12]1=[O:38])[CH2:8][CH2:9][CH3:10])([CH3:2])([CH3:3])[CH3:4]. The catalyst class is: 53. (3) Reactant: [Br:1][C:2]1[CH:7]=[C:6]([CH2:8]Br)[C:5]([Br:10])=[CH:4][C:3]=1[CH2:11]Br.[F:13][C:14]([F:23])([F:22])[C:15]1[CH:20]=[CH:19][CH:18]=[CH:17][C:16]=1[OH:21].[C:24](=[O:27])([O-])[O-].[K+].[K+]. The catalyst class is: 21. Product: [Br:10][C:5]1[CH:4]=[C:3]([CH2:11][O:21][C:16]2[CH:17]=[CH:18][CH:19]=[CH:20][C:15]=2[C:14]([F:22])([F:23])[F:13])[C:2]([Br:1])=[CH:7][C:6]=1[CH2:8][O:27][C:24]1[CH:19]=[CH:18][CH:17]=[CH:16][C:15]=1[C:14]([F:23])([F:22])[F:13].